From a dataset of Catalyst prediction with 721,799 reactions and 888 catalyst types from USPTO. Predict which catalyst facilitates the given reaction. (1) Reactant: [CH:1]1[C:13]2[CH:12]([CH2:14][O:15][C:16]([NH:18][C:19]3[CH:20]=[C:21]([C:25]4[CH:30]=[CH:29][C:28]([C:31](O)=[O:32])=[CH:27][CH:26]=4)[CH:22]=[CH:23][CH:24]=3)=[O:17])[C:11]3[C:6](=[CH:7][CH:8]=[CH:9][CH:10]=3)[C:5]=2[CH:4]=[CH:3][CH:2]=1.[C:34]([O:38][C:39](=[O:48])[C@@H:40]([NH2:47])[CH2:41][O:42][C:43]([CH3:46])([CH3:45])[CH3:44])([CH3:37])([CH3:36])[CH3:35].CCN(C(C)C)C(C)C.C1C=CC2N(O)N=NC=2C=1.CCN=C=NCCCN(C)C.Cl. Product: [C:34]([O:38][C:39](=[O:48])[C@@H:40]([NH:47][C:31]([C:28]1[CH:27]=[CH:26][C:25]([C:21]2[CH:22]=[CH:23][CH:24]=[C:19]([NH:18][C:16]([O:15][CH2:14][CH:12]3[C:11]4[CH:10]=[CH:9][CH:8]=[CH:7][C:6]=4[C:5]4[C:13]3=[CH:1][CH:2]=[CH:3][CH:4]=4)=[O:17])[CH:20]=2)=[CH:30][CH:29]=1)=[O:32])[CH2:41][O:42][C:43]([CH3:46])([CH3:45])[CH3:44])([CH3:37])([CH3:35])[CH3:36]. The catalyst class is: 49. (2) Reactant: [N:1]1[CH:6]=[CH:5][CH:4]=[CH:3][C:2]=1[CH2:7][NH:8][S:9]([C:12]1[CH:13]=[C:14]([CH:18]=[CH:19][CH:20]=1)[C:15](O)=[O:16])(=[O:11])=[O:10].B.C1COCC1.Cl.O. Product: [OH:16][CH2:15][C:14]1[CH:13]=[C:12]([S:9]([NH:8][CH2:7][C:2]2[CH:3]=[CH:4][CH:5]=[CH:6][N:1]=2)(=[O:11])=[O:10])[CH:20]=[CH:19][CH:18]=1. The catalyst class is: 1. (3) The catalyst class is: 226. Reactant: C[O-].[Na+].[C:4]([O:10]C)(=O)[C:5]([CH3:8])([CH3:7])[CH3:6].[C:12](#[N:14])[CH3:13].Cl. Product: [CH3:6][C:5]([CH3:8])([CH3:7])[C:4](=[O:10])[CH2:13][C:12]#[N:14]. (4) Reactant: [NH2:1][C:2]1[CH:23]=[CH:22][C:5]([O:6][C:7]2[CH:12]=[CH:11][N:10]=[C:9]([NH:13][C:14]([N:16]3[CH2:21][CH2:20][O:19][CH2:18][CH2:17]3)=[O:15])[CH:8]=2)=[CH:4][CH:3]=1.[F:24][C:25]1[CH:30]=[CH:29][C:28]([NH:31][C:32]([C:34]2([C:37](O)=[O:38])[CH2:36][CH2:35]2)=[O:33])=[CH:27][CH:26]=1.C(N(C(C)C)CC)(C)C.CN(C(ON1N=NC2C=CC=CC1=2)=[N+](C)C)C.F[P-](F)(F)(F)(F)F. Product: [F:24][C:25]1[CH:26]=[CH:27][C:28]([NH:31][C:32]([C:34]2([C:37]([NH:1][C:2]3[CH:23]=[CH:22][C:5]([O:6][C:7]4[CH:12]=[CH:11][N:10]=[C:9]([NH:13][C:14]([N:16]5[CH2:17][CH2:18][O:19][CH2:20][CH2:21]5)=[O:15])[CH:8]=4)=[CH:4][CH:3]=3)=[O:38])[CH2:36][CH2:35]2)=[O:33])=[CH:29][CH:30]=1. The catalyst class is: 9.